Predict the reaction yield, written as a fraction of the theoretical maximum amount of product (1.0 means a 100% yield; for example, 0.34 means a 34% yield). From a dataset of Reaction yield outcomes from USPTO patents with 853,638 reactions. The reactants are C(=O)([O-])[O-].[K+].[K+].N1CCOCC1.[CH3:13][C:14]1[C:19]([N+:20]([O-:22])=[O:21])=[CH:18][N:17]=[C:16]2[N:23](S(C3C=CC=CC=3)(=O)=O)[CH:24]=[CH:25][C:15]=12. The catalyst is CO. The product is [CH3:13][C:14]1[C:19]([N+:20]([O-:22])=[O:21])=[CH:18][N:17]=[C:16]2[NH:23][CH:24]=[CH:25][C:15]=12. The yield is 0.897.